From a dataset of Human Reference Interactome with 51,813 positive PPI pairs across 8,248 proteins, plus equal number of experimentally-validated negative pairs. Binary Classification. Given two protein amino acid sequences, predict whether they physically interact or not. (1) Protein 1 (ENSG00000119326) has sequence MAASPGPAGVGGAGAVYGSGSSGFALDSGLEIKTRSVEQTLLPLVSQITTLINHKDNTKKSDKTLQAIQRVGQAVNLAVGRFVKVGEAIANENWDLKEEINIACIEAKQAGETIAALTDITNLNHLESDGQITIFTDKTGVIKAARLLLSSVTKVLLLADRVVIKQIITSRNKVLATMERLEKVNSFQEFVQIFSQFGNEMVEFAHLSGDRQNDLKDEKKKAKMAAARAVLEKCTMMLLTASKTCLRHPNCESAHKNKEGVFDRMKVALDKVIEIVTDCKPNGETDISSISIFTGIKEFK.... Protein 2 (ENSG00000198947) has sequence MEDEREDVQKKTFTKWVNAQFSKFGKQHIENLFSDLQDGRRLLDLLEGLTGQKLPKEKGSTRVHALNNVNKALRVLQNNNVDLVNIGSTDIVDGNHKLTLGLIWNIILHWQVKNVMKNIMAGLQQTNSEKILLSWVRQSTRNYPQVNVINFTTSWSDGLALNALIHSHRPDLFDWNSVVCQQSATQRLEHAFNIARYQLGIEKLLDPEDVDTTYPDKKSILMYITSLFQVLPQQVSIEAIQEVEMLPRPPKVTKEEHFQLHHQMHYSQQITVSLAQGYERTSSPKPRFKSYAYTQAAYVT.... Result: 1 (the proteins interact). (2) Protein 1 (ENSG00000167397) has sequence MGSTWGSPGWVRLALCLTGLVLSLYALHVKAARARDRDYRALCDVGTAISCSRVFSSRWGRGFGLVEHVLGQDSILNQSNSIFGCIFYTLQLLLDGVSPCCPGWSQAICLPQPPKVLGGLQALPADTLGLCPDAAELPGVSRWFCLPGLDPVLRAL*MGSTWGSPGWVRLALCLTGLVLSLYALHVKAARARDRDYRALCDVGTAISCSRVFSSRVQGTGLTVLTWFHPTPPLCQVGQGFRAGGACAGTGQHPQSIQQHIRLHLLHTTAIVRLPADTLGLCPDAAELPGVSRWFCLPGLD.... Protein 2 (ENSG00000146700) has sequence MHKEAEMLIGPQLDEKRWGWRLGDGSAAPPFLPQALSFLLLLPLASALQPTPLPFQELRLVGGPSRCRGRLEVMHGGSWGSVCDDDWDVVDANVVCRQLGCGLALPVPRPLAFGQGRGPILLDNVECRGQEAALSECGSRGWGVHNCFHYEDVAVLCDEFLPTQPPTRKMLTSRAPPTTLPNGKSEGSVRLVGGANLCQGRVEILHSGLWGTVCDDDWGLPDAAVVCRQLGCGAAMAATTNAFFGYGTGHILLDNVHCEGGEPRLAACQSLGWGVHNCGHHEDAGALCAGLGPPTLTALP.... Result: 0 (the proteins do not interact). (3) Protein 1 (ENSG00000140623) has sequence MDPLRRSPSPCLSSQPSSPSTPPCEMLGPVGIEAVLDQLKIKAMKMGFEFNIMVVGQSGLGKSTMVNTLFKSKVWKSNPPGLGVPTPQTLQLHSLTHVIEEKGVKLKLTVTDTPGFGDQINNDNCWDPILGYINEQYEQYLQEEILITRQRHIPDTRVHCCVYFVPPTGHCLRPLDIEFLQRLCRTVNVVPVIARADSLTMEEREAFRRRIQQNLRTHCIDVYPQMCFDEDINDKILNSKLRDRIPFAVVGADQEHLVNGRCVLGRKTKWGIIEVENMAHCEFPLLRDLLIRSHLQDLKD.... Protein 2 (ENSG00000107929) has sequence MTSDQDAKVVAEPQTQRVQEGKDSAHLMNGPISQTTSQTSSIPPLSQVPATKVSELNPNAEVWGAPVLHLEASSAADGVSAAWEEVAGHHADRGPQGSDANGDGDQGHENAALPDPQESDPADMNALALGPSEYDSLPENSETGGNESQPDSQEDPREVLKKTLEFCLSRENLASDMYLISQMDSDQYVPITTVANLDHIKKLSTDVDLIVEVLRSLPLVQVDEKGEKVRPNQNRCIVILREISESTPVEEVEALFKGDNLPKFINCEFAYNDNWFITFETEADAQQAYKYLREEVKTFQ.... Result: 0 (the proteins do not interact). (4) Protein 1 (ENSG00000276293) has sequence MSSNCTSTTAVAVAPLSASKTKTKKKHFVCQKVKLFRASEPILSVLMWGVNHTINELSNVPVPVMLMPDDFKAYSKIKVDNHLFNKENLPSRFKFKEYCPMVFRNLRERFGIDDQDYQNSVTRSAPINSDSQGRCGTRFLTTYDRRFVIKTVSSEDVAEMHNILKKYHQFIVECHGNTLLPQFLGMYRLTVDGVETYMVVTRNVFSHRLTVHRKYDLKGSTVAREASDKEKAKDLPTFKDNDFLNEGQKLHVGEESKKNFLEKLKRDVEFLAQLKIMDYSLLVGIHDVDRAEQEEMEVEE.... Protein 2 (ENSG00000162032) has sequence MARRPRNSRAWHFVLSAARRDADARAVALAGSTNWGYDSDGQHSDSDSDPEYSTLPPSIPSAVPVTGESFCDCAGQSEASFCSSLHSAHRGRDCRCGEEDEYFDWVWDDLNKSSATLLSCDNRKVSFHMEYSCGTAAIRGTKELGEGQHFWEIKMTSPVYGTDMMVGIGTSDVDLDKYRHTFCSLLGRDEDSWGLSYTGLLHHKGDKTSFSSRFGQGSIIGVHLDTWHGTLTFFKNRKCIGVAATKLQNKRFYPMVCSTAARSSMKVTRSCASATSLQYLCCHRLRQLRPDSGDTLEGLP.... Result: 0 (the proteins do not interact). (5) Protein 1 (ENSG00000169126) has sequence MGVALRKLTQWTAAGHGTGILEITPLNEAILKEIIVFVESFIYKHPQEAKFVFVEPLEWNTSLAPSAFESGYVVSETTVKSEEVDKNGQPLLFLSVPQIKIRSFGQLSRLLLIAKTGKLKEAQACVEANRDPIVKILGSDYNTMKENSIALNILGKITRDDDPESEIKMKIAMLLKQLDLHLLNHSLKHISLEISLSPMTVKKDIELLKRFSGKGNQTVLESIEYTSDYEFSNGCRAPPWRQIRGEICYVLVKPHDGETLCITCSAGGVFLNGGKTDDEGDVNYERKGSIYKNLVTFLRE.... Protein 2 (ENSG00000118242) has sequence MGLRDWLRTVCCCCGCECLEERALPEKEPLVSDNNPYSSFGATLVRDDEKNLWSMPHDVSHTEADDDRTLYNLIVIRNQQAKDSEEWQKLNYDIHTLRQVRREVRNRWKCILEDLGFQKEADSLLSVTKLSTISDSKNTRKAREMLLKLAEETNIFPTSWELSERYLFVVDRLIALDAAEEFFKLARRTYPKKPGVPCLADGQKELHYLPFPSP*MPHDVSHTEADDDRTLYNLIVIRNQQAKDSEEWQKLNYDIHTLRQVRREVRNRWKCILEDLGFQKEADSLLSVTKLSTISDSKNT.... Result: 0 (the proteins do not interact).